This data is from Reaction yield outcomes from USPTO patents with 853,638 reactions. The task is: Predict the reaction yield, written as a fraction of the theoretical maximum amount of product (1.0 means a 100% yield; for example, 0.34 means a 34% yield). (1) The reactants are [NH2:1][C:2]1[CH:3]=[C:4]2[C:8](=[CH:9][CH:10]=1)[CH2:7][CH2:6][CH2:5]2.[CH3:11][O:12][CH2:13][C:14](Cl)=[O:15].N1C=CC=CC=1. The catalyst is CN(C=O)C. The product is [CH3:11][O:12][CH2:13][C:14]([NH:1][C:2]1[CH:3]=[C:4]2[C:8](=[CH:9][CH:10]=1)[CH2:7][CH2:6][CH2:5]2)=[O:15]. The yield is 0.830. (2) The reactants are [CH3:1][C:2]1[CH:7]=[CH:6][C:5]([S:8][CH2:9][C:10]([CH3:19])([C:15]([F:18])([F:17])[F:16])[C:11]([F:14])([F:13])[F:12])=[CH:4][CH:3]=1.[OH:20]O.O. The catalyst is C(O)(=O)C. The product is [CH3:1][C:2]1[CH:7]=[CH:6][C:5]([S:8]([CH2:9][C:10]([CH3:19])([C:15]([F:18])([F:16])[F:17])[C:11]([F:12])([F:13])[F:14])=[O:20])=[CH:4][CH:3]=1. The yield is 0.880. (3) The reactants are [Cl:1][C:2]1[CH:3]=[C:4]([NH:9][C:10]2[C:15]([C:16](=[O:18])[CH3:17])=[CH:14][CH:13]=[CH:12][N:11]=2)[CH:5]=[CH:6][C:7]=1[Cl:8].[CH3:19][O:20][C:21]1[CH:22]=[C:23]([CH:26]=[C:27]([O:31][CH3:32])[C:28]=1[O:29][CH3:30])[CH:24]=O.Cl. The catalyst is CO. The product is [Cl:1][C:2]1[CH:3]=[C:4]([NH:9][C:10]2[C:15]([C:16](=[O:18])/[CH:17]=[CH:24]/[C:23]3[CH:26]=[C:27]([O:31][CH3:32])[C:28]([O:29][CH3:30])=[C:21]([O:20][CH3:19])[CH:22]=3)=[CH:14][CH:13]=[CH:12][N:11]=2)[CH:5]=[CH:6][C:7]=1[Cl:8]. The yield is 0.840.